This data is from Full USPTO retrosynthesis dataset with 1.9M reactions from patents (1976-2016). The task is: Predict the reactants needed to synthesize the given product. (1) Given the product [Cl:1][CH2:2][C:3]([NH:7][C@@H:8]([CH2:29][CH2:30][C:31]1[CH:32]=[CH:33][CH:34]=[CH:35][CH:36]=1)[C:9]([N:11]1[CH2:12][CH2:13][CH:14]([N:17]2[C:25]3[C:20](=[CH:21][CH:22]=[CH:23][CH:24]=3)[C:19]([CH3:27])([CH3:26])[C:18]2=[O:28])[CH2:15][CH2:16]1)=[O:10])=[O:4], predict the reactants needed to synthesize it. The reactants are: [Cl:1][CH2:2][C:3](Cl)=[O:4].Cl.[NH2:7][C@@H:8]([CH2:29][CH2:30][C:31]1[CH:36]=[CH:35][CH:34]=[CH:33][CH:32]=1)[C:9]([N:11]1[CH2:16][CH2:15][CH:14]([N:17]2[C:25]3[C:20](=[CH:21][CH:22]=[CH:23][CH:24]=3)[C:19]([CH3:27])([CH3:26])[C:18]2=[O:28])[CH2:13][CH2:12]1)=[O:10].C(N(CC)CC)C. (2) Given the product [N:12]1([C:10]([C:7]2[CH:8]=[CH:9][C:4]([NH2:1])=[CH:5][CH:6]=2)=[O:11])[CH2:15][CH2:14][CH2:13]1, predict the reactants needed to synthesize it. The reactants are: [N+:1]([C:4]1[CH:9]=[CH:8][C:7]([C:10]([N:12]2[CH2:15][CH2:14][CH2:13]2)=[O:11])=[CH:6][CH:5]=1)([O-])=O. (3) Given the product [Cl:1][C:2]1[CH:3]=[C:4]([C:8]2[N:16]=[C:15]([C:17]3[O:21][C:20](=[O:22])[NH:19][N:18]=3)[N:14]=[C:13]3[C:9]=2[N:10]([CH2:33][C@H:34]2[CH2:39][CH2:38][C@H:37]([CH3:40])[CH2:36][CH2:35]2)[C:11]([C:23]2([C:27]4[CH:28]=[CH:29][CH:30]=[CH:31][CH:32]=4)[CH2:24][CH2:25][CH2:26]2)=[N:12]3)[CH:5]=[N+:6]([O-:49])[CH:7]=1, predict the reactants needed to synthesize it. The reactants are: [Cl:1][C:2]1[CH:3]=[C:4]([C:8]2[N:16]=[C:15]([C:17]3[O:21][C:20](=[O:22])[NH:19][N:18]=3)[N:14]=[C:13]3[C:9]=2[N:10]([CH2:33][C@H:34]2[CH2:39][CH2:38][C@H:37]([CH3:40])[CH2:36][CH2:35]2)[C:11]([C:23]2([C:27]4[CH:32]=[CH:31][CH:30]=[CH:29][CH:28]=4)[CH2:26][CH2:25][CH2:24]2)=[N:12]3)[CH:5]=[N:6][CH:7]=1.C1C=C(Cl)C=C(C(OO)=[O:49])C=1.